Dataset: Peptide-MHC class II binding affinity with 134,281 pairs from IEDB. Task: Regression. Given a peptide amino acid sequence and an MHC pseudo amino acid sequence, predict their binding affinity value. This is MHC class II binding data. (1) The peptide sequence is YFKGNFERLAITKGK. The MHC is DRB1_0301 with pseudo-sequence DRB1_0301. The binding affinity (normalized) is 0. (2) The peptide sequence is HRDNIEDDLLNRNNT. The MHC is HLA-DQA10501-DQB10301 with pseudo-sequence HLA-DQA10501-DQB10301. The binding affinity (normalized) is 0.220. (3) The peptide sequence is TFGAASNKAFAEGLS. The MHC is DRB1_1501 with pseudo-sequence DRB1_1501. The binding affinity (normalized) is 0.259. (4) The peptide sequence is EKKYFAATCFEPLAA. The MHC is HLA-DPA10103-DPB10601 with pseudo-sequence HLA-DPA10103-DPB10601. The binding affinity (normalized) is 0.967. (5) The peptide sequence is LIKCDERGKMIPSDL. The MHC is H-2-IAd with pseudo-sequence H-2-IAd. The binding affinity (normalized) is 0. (6) The peptide sequence is QVPLVQQQQYLGQQQP. The MHC is HLA-DQA10401-DQB10402 with pseudo-sequence HLA-DQA10401-DQB10402. The binding affinity (normalized) is 0. (7) The peptide sequence is KLLNTRRRQLLNLDV. The MHC is DRB1_0101 with pseudo-sequence DRB1_0101. The binding affinity (normalized) is 0.219.